The task is: Regression/Classification. Given a drug SMILES string, predict its absorption, distribution, metabolism, or excretion properties. Task type varies by dataset: regression for continuous measurements (e.g., permeability, clearance, half-life) or binary classification for categorical outcomes (e.g., BBB penetration, CYP inhibition). Dataset: bioavailability_ma.. This data is from Oral bioavailability binary classification data from Ma et al.. (1) The drug is c1ccc(C2(c3ccccc3)CC2C2=NCCN2)cc1. The result is 1 (high bioavailability). (2) The compound is CCc1cccc2cc(C(O)CNC(C)(C)C)oc12. The result is 1 (high bioavailability). (3) The compound is O=C1NS(=O)(=O)c2ccccc21. The result is 1 (high bioavailability). (4) The drug is Cc1ccc2c(-c3ccccc3)nc(=O)n(C(C)C)c2c1. The result is 0 (low bioavailability).